From a dataset of Forward reaction prediction with 1.9M reactions from USPTO patents (1976-2016). Predict the product of the given reaction. Given the reactants Cl[C:2]1[CH:3]=[C:4]([CH:7]=[CH:8][N:9]=1)[C:5]#[N:6].[CH3:10][O-:11].[Na+], predict the reaction product. The product is: [CH3:10][O:11][C:2]1[CH:3]=[C:4]([CH:7]=[CH:8][N:9]=1)[C:5]#[N:6].